Predict the reactants needed to synthesize the given product. From a dataset of Full USPTO retrosynthesis dataset with 1.9M reactions from patents (1976-2016). (1) Given the product [C:1]([O:5][C:6]([N:8]1[CH2:13][CH2:12][O:11][CH:10]([C:14](=[O:16])[NH:54][C:52]2[CH:51]=[CH:50][CH:49]=[C:48]([C:40]3[CH:39]=[CH:38][C:37]4[C:36]([CH3:55])([CH3:35])[CH2:45][CH2:44][C:43]([CH3:47])([CH3:46])[C:42]=4[CH:41]=3)[N:53]=2)[CH2:9]1)=[O:7])([CH3:2])([CH3:3])[CH3:4], predict the reactants needed to synthesize it. The reactants are: [C:1]([O:5][C:6]([N:8]1[CH2:13][CH2:12][O:11][CH:10]([C:14]([OH:16])=O)[CH2:9]1)=[O:7])([CH3:4])([CH3:3])[CH3:2].C(OC1C=CC2C(=CC=CC=2)N1C(OCC)=O)C.[CH3:35][C:36]1([CH3:55])[CH2:45][CH2:44][C:43]([CH3:47])([CH3:46])[C:42]2[CH:41]=[C:40]([C:48]3[N:53]=[C:52]([NH2:54])[CH:51]=[CH:50][CH:49]=3)[CH:39]=[CH:38][C:37]1=2.[OH-].[Na+]. (2) Given the product [N+:10]([C:4]1[CH:3]=[C:2]([CH:7]=[CH:6][C:5]=1[O:8][CH3:9])[CH2:1][Br:13])([O-:12])=[O:11], predict the reactants needed to synthesize it. The reactants are: [CH3:1][C:2]1[CH:7]=[CH:6][C:5]([O:8][CH3:9])=[C:4]([N+:10]([O-:12])=[O:11])[CH:3]=1.[Br:13]N1C(=O)CCC1=O.C(OOC(=O)C1C=CC=CC=1)(=O)C1C=CC=CC=1.O.